From a dataset of Full USPTO retrosynthesis dataset with 1.9M reactions from patents (1976-2016). Predict the reactants needed to synthesize the given product. Given the product [Cl:38][CH2:37][CH2:36][CH2:35][CH2:34][N:11]1[C:10](=[O:21])[C:9]([OH:22])=[C:8]2[C:13]([CH2:14][CH2:15][N:6]([CH2:5][C:4]3[CH:24]=[CH:25][C:26]([F:27])=[C:2]([Cl:1])[CH:3]=3)[C:7]2=[O:23])=[C:12]1[C:16]([O:29][CH3:28])=[O:17], predict the reactants needed to synthesize it. The reactants are: [Cl:1][C:2]1[CH:3]=[C:4]([CH:24]=[CH:25][C:26]=1[F:27])[CH2:5][N:6]1[CH2:15][CH2:14][C:13]2[C:12]([C:16](N(C)C)=[O:17])=[N:11][C:10]([OH:21])=[C:9]([OH:22])[C:8]=2[C:7]1=[O:23].[CH3:28][O-:29].[Mg+2].C[O-].Br[CH2:34][CH2:35][CH2:36][CH2:37][Cl:38].